From a dataset of Reaction yield outcomes from USPTO patents with 853,638 reactions. Predict the reaction yield, written as a fraction of the theoretical maximum amount of product (1.0 means a 100% yield; for example, 0.34 means a 34% yield). (1) The reactants are [CH3:1][O-:2].[Na+].[Na].F[C:6]1[CH:11]=[CH:10][C:9]([N+:12]([O-:14])=[O:13])=[C:8]([CH2:15][C:16]([O:20]C)(OC)[CH3:17])[C:7]=1[F:22]. The catalyst is CO. The product is [C:16]([CH2:15][C:8]1[C:7]([F:22])=[C:6]([O:2][CH3:1])[CH:11]=[CH:10][C:9]=1[N+:12]([O-:14])=[O:13])(=[O:20])[CH3:17]. The yield is 0.900. (2) The reactants are C(O[C:6](=O)[N:7]([CH2:9][C:10]1[CH:18]=[CH:17][CH:16]=[C:15]2[C:11]=1[C:12](=[O:28])[N:13]([CH:20]1[CH2:25][CH2:24][C:23](=[O:26])[NH:22][C:21]1=[O:27])[C:14]2=[O:19])C)(C)(C)C.[ClH:30].CCOCC. The catalyst is C(Cl)Cl. The product is [ClH:30].[O:27]=[C:21]1[CH:20]([N:13]2[C:12](=[O:28])[C:11]3[C:15](=[CH:16][CH:17]=[CH:18][C:10]=3[CH2:9][NH:7][CH3:6])[C:14]2=[O:19])[CH2:25][CH2:24][C:23](=[O:26])[NH:22]1. The yield is 0.770.